This data is from Full USPTO retrosynthesis dataset with 1.9M reactions from patents (1976-2016). The task is: Predict the reactants needed to synthesize the given product. Given the product [S:24]1[CH2:23][CH2:22][N:2]=[C:1]1[C:3]1[CH:4]=[CH:5][C:6]([CH2:7][NH:8][S:9]([C:12]2[CH:17]=[CH:16][C:15]([F:18])=[CH:14][CH:13]=2)(=[O:11])=[O:10])=[CH:19][CH:20]=1, predict the reactants needed to synthesize it. The reactants are: [C:1]([C:3]1[CH:20]=[CH:19][C:6]([CH2:7][NH:8][S:9]([C:12]2[CH:17]=[CH:16][C:15]([F:18])=[CH:14][CH:13]=2)(=[O:11])=[O:10])=[CH:5][CH:4]=1)#[N:2].N[CH2:22][CH2:23][SH:24].[Cl-].[Na+].